Dataset: Forward reaction prediction with 1.9M reactions from USPTO patents (1976-2016). Task: Predict the product of the given reaction. (1) The product is: [C:46]12([CH2:12][NH:8][C:35]([C:34]3[C:30]([CH:29]([F:28])[F:45])=[N:31][N:32]([C:38]4[N:43]=[CH:42][C:41]([F:44])=[CH:40][N:39]=4)[CH:33]=3)=[O:37])[CH2:47][CH:48]3[CH2:49][CH:50]([CH2:51][CH:52]([CH2:54]3)[CH2:53]1)[CH2:55]2. Given the reactants F[P-](F)(F)(F)(F)F.[N:8]1(O[P+](N(C)C)(N(C)C)N(C)C)[C:12]2C=CC=CC=2N=N1.[F:28][CH:29]([F:45])[C:30]1[C:34]([C:35]([OH:37])=O)=[CH:33][N:32]([C:38]2[N:43]=[CH:42][C:41]([F:44])=[CH:40][N:39]=2)[N:31]=1.[C:46]12(NC)[CH2:55][CH:50]3[CH2:51][CH:52]([CH2:54][CH:48]([CH2:49]3)[CH2:47]1)[CH2:53]2.CC(N(C)C)=O, predict the reaction product. (2) Given the reactants [Br:1][CH2:2][CH2:3][C:4]1[CH:9]=[CH:8][C:7]([OH:10])=[CH:6][CH:5]=1.N1C=CN=C1.[Si:16](Cl)([C:19]([CH3:22])([CH3:21])[CH3:20])([CH3:18])[CH3:17], predict the reaction product. The product is: [Br:1][CH2:2][CH2:3][C:4]1[CH:9]=[CH:8][C:7]([O:10][Si:16]([C:19]([CH3:22])([CH3:21])[CH3:20])([CH3:18])[CH3:17])=[CH:6][CH:5]=1. (3) Given the reactants Cl.[CH2:2]([O:4][C:5](=[O:10])[C@H:6]([CH2:8][SH:9])[NH2:7])[CH3:3].[C:22]([O:21][C:19](O[C:19]([O:21][C:22]([CH3:25])([CH3:24])[CH3:23])=[O:20])=[O:20])([CH3:25])([CH3:24])[CH3:23].C(N(CC)CC)C.[CH2:33]([O:35][C:36](=[O:39])[CH2:37]Br)[CH3:34], predict the reaction product. The product is: [C:22]([O:21][C:19]([NH:7][C@H:6]([C:5]([O:4][CH2:2][CH3:3])=[O:10])[CH2:8][S:9][CH2:37][C:36]([O:35][CH2:33][CH3:34])=[O:39])=[O:20])([CH3:23])([CH3:24])[CH3:25]. (4) Given the reactants [Cl:1][C:2]1[N:3]=[CH:4][NH:5][C:6]=1[Cl:7].[OH-].[K+].[Br:10][CH2:11][C:12]1[CH:22]=[CH:21][C:15]([O:16][CH2:17][C:18]([OH:20])=[O:19])=[CH:14][CH:13]=1.Br[CH2:24][C:25]1[CH:34]=[CH:33][C:32]2[C:27](=[CH:28][CH:29]=[CH:30][CH:31]=2)[CH:26]=1.Br, predict the reaction product. The product is: [Br-:10].[C:18]([CH2:17][O:16][C:15]1[CH:21]=[CH:22][C:12]([CH2:11][N:3]2[C:2]([Cl:1])=[C:6]([Cl:7])[N+:5]([CH2:24][C:25]3[CH:34]=[CH:33][C:32]4[C:27](=[CH:28][CH:29]=[CH:30][CH:31]=4)[CH:26]=3)=[CH:4]2)=[CH:13][CH:14]=1)([OH:20])=[O:19]. (5) Given the reactants [CH2:1]([O:8][C:9]([NH:11][C@@H:12]1[C:18](=[O:19])[N:17]2[C@H:20]([C:24](O)=[O:25])[CH2:21][CH2:22][CH2:23][N:16]2[C:15](=[O:27])[CH2:14][CH2:13]1)=[O:10])[C:2]1[CH:7]=[CH:6][CH:5]=[CH:4][CH:3]=1.CN(C(ON1N=NC2C=CC=NC1=2)=[N+](C)C)C.F[P-](F)(F)(F)(F)F.Cl.[NH2:53][CH2:54][C:55]([C:57]1[CH:62]=[CH:61][C:60]([Br:63])=[CH:59][CH:58]=1)=[O:56].CCN(C(C)C)C(C)C, predict the reaction product. The product is: [Br:63][C:60]1[CH:61]=[CH:62][C:57]([C:55](=[O:56])[CH2:54][NH:53][C:24]([C@H:20]2[N:17]3[C:18](=[O:19])[C@@H:12]([NH:11][C:9](=[O:10])[O:8][CH2:1][C:2]4[CH:7]=[CH:6][CH:5]=[CH:4][CH:3]=4)[CH2:13][CH2:14][C:15](=[O:27])[N:16]3[CH2:23][CH2:22][CH2:21]2)=[O:25])=[CH:58][CH:59]=1. (6) Given the reactants [F:1][C:2]1[CH:18]=[C:17]([N+:19]([O-])=O)[CH:16]=[CH:15][C:3]=1[O:4][C:5]1[CH:13]=[CH:12][CH:11]=[C:10]2[C:6]=1[C:7]([CH3:14])=[N:8][NH:9]2.O.NN, predict the reaction product. The product is: [F:1][C:2]1[CH:18]=[C:17]([NH2:19])[CH:16]=[CH:15][C:3]=1[O:4][C:5]1[CH:13]=[CH:12][CH:11]=[C:10]2[C:6]=1[C:7]([CH3:14])=[N:8][NH:9]2.